Dataset: Experimentally validated miRNA-target interactions with 360,000+ pairs, plus equal number of negative samples. Task: Binary Classification. Given a miRNA mature sequence and a target amino acid sequence, predict their likelihood of interaction. (1) Result: 1 (interaction). The protein sequence of the target gene is MHPALGHPRALSSAPASFPPPPAAARLQPLFLRGGSSRGRRGSGDSSTSTSTSRGGCGGRRGGGGGSPSSSTGAEREDDDESISISKPLVPAAAALPGPPAQGGVPVSATAPAAASSTSTPTSSCSMTAADFGAGAAAGTVGGPGSRSAVGAGGTGTGGAASCCSCCCCCCGRPTRSGRRGRRRGCSPSPGCRWGYQALSVVLLLAQGGLLDLYLIAVTDLYWCSWIATDLVVVVGWAIFFAKNSRGRRGGPANSMHNHHQLHHHSAPPLHLSAAASAGAGAKARGGRGGSGGSGAGPGT.... The miRNA is mmu-miR-329-3p with sequence AACACACCCAGCUAACCUUUUU. (2) The miRNA is hsa-miR-548aj-3p with sequence UAAAAACUGCAAUUACUUUUA. Result: 0 (no interaction). The protein sequence of the target gene is MSKNLLTFEDVSVNFTQEEWQWLSDTQRDLYRKVTLENYKSLVSLGIPVYKPAVISLLEQGKDPWMVQKKGARDTCPDWQYVFKGTEFISKQDIYKESAKVLTMGRSHFSSSLDCPDLKEDHENEDWFKNRLGRQEVHSHQLFITHKEVPESEIRGCNPSCQAVHQNAILDVPQCSSTKERIDQSEPQKRSYRKKSVEMKHKKVQVEKRILKCSECEKVFNQTSSLTLHQRIHTGEKPYACVECGKAFSQSANLAQHKRIHTGEKPYECKECRKAFSQNAHLAQHQRVHTGEKPYQCKEC....